From a dataset of NCI-60 drug combinations with 297,098 pairs across 59 cell lines. Regression. Given two drug SMILES strings and cell line genomic features, predict the synergy score measuring deviation from expected non-interaction effect. (1) Drug 1: CC1OCC2C(O1)C(C(C(O2)OC3C4COC(=O)C4C(C5=CC6=C(C=C35)OCO6)C7=CC(=C(C(=C7)OC)O)OC)O)O. Drug 2: CC1=C(C=C(C=C1)NC(=O)C2=CC=C(C=C2)CN3CCN(CC3)C)NC4=NC=CC(=N4)C5=CN=CC=C5. Cell line: NCI-H522. Synergy scores: CSS=26.2, Synergy_ZIP=-5.54, Synergy_Bliss=1.62, Synergy_Loewe=-6.86, Synergy_HSA=1.27. (2) Drug 1: CC1C(C(CC(O1)OC2CC(CC3=C2C(=C4C(=C3O)C(=O)C5=C(C4=O)C(=CC=C5)OC)O)(C(=O)C)O)N)O.Cl. Drug 2: CS(=O)(=O)CCNCC1=CC=C(O1)C2=CC3=C(C=C2)N=CN=C3NC4=CC(=C(C=C4)OCC5=CC(=CC=C5)F)Cl. Cell line: TK-10. Synergy scores: CSS=12.9, Synergy_ZIP=-7.30, Synergy_Bliss=2.52, Synergy_Loewe=1.09, Synergy_HSA=2.85. (3) Drug 2: CCC1=C2CN3C(=CC4=C(C3=O)COC(=O)C4(CC)O)C2=NC5=C1C=C(C=C5)O. Cell line: MOLT-4. Synergy scores: CSS=76.3, Synergy_ZIP=-0.544, Synergy_Bliss=-0.990, Synergy_Loewe=-4.05, Synergy_HSA=0.248. Drug 1: C1C(C(OC1N2C=NC3=C(N=C(N=C32)Cl)N)CO)O. (4) Drug 1: CS(=O)(=O)CCNCC1=CC=C(O1)C2=CC3=C(C=C2)N=CN=C3NC4=CC(=C(C=C4)OCC5=CC(=CC=C5)F)Cl. Drug 2: CN(CCCl)CCCl.Cl. Cell line: SK-OV-3. Synergy scores: CSS=9.33, Synergy_ZIP=-5.48, Synergy_Bliss=-3.58, Synergy_Loewe=-1.69, Synergy_HSA=-0.966. (5) Drug 1: CC1=C(C=C(C=C1)NC2=NC=CC(=N2)N(C)C3=CC4=NN(C(=C4C=C3)C)C)S(=O)(=O)N.Cl. Drug 2: C1CC(=O)NC(=O)C1N2CC3=C(C2=O)C=CC=C3N. Cell line: ACHN. Synergy scores: CSS=16.2, Synergy_ZIP=-1.25, Synergy_Bliss=0.927, Synergy_Loewe=1.28, Synergy_HSA=2.84. (6) Drug 1: CC1=C(C=C(C=C1)NC2=NC=CC(=N2)N(C)C3=CC4=NN(C(=C4C=C3)C)C)S(=O)(=O)N.Cl. Drug 2: CC=C1C(=O)NC(C(=O)OC2CC(=O)NC(C(=O)NC(CSSCCC=C2)C(=O)N1)C(C)C)C(C)C. Cell line: TK-10. Synergy scores: CSS=43.3, Synergy_ZIP=-2.21, Synergy_Bliss=-1.62, Synergy_Loewe=-62.4, Synergy_HSA=-1.79.